This data is from Forward reaction prediction with 1.9M reactions from USPTO patents (1976-2016). The task is: Predict the product of the given reaction. Given the reactants [NH2:1][C:2]1[CH:3]=[C:4]([C:8]([C:10]2[C:14]3[CH:15]=[N:16][CH:17]=[C:18]([F:19])[C:13]=3[N:12]([C:20]([CH3:31])([CH3:30])[CH2:21][O:22][Si:23]([C:26]([CH3:29])([CH3:28])[CH3:27])([CH3:25])[CH3:24])[CH:11]=2)=[O:9])[CH:5]=[N:6][CH:7]=1.[CH3:32][C:33]1[N:37]([CH2:38][C:39](O)=[O:40])[N:36]=[C:35]([C:42]([F:45])([F:44])[F:43])[CH:34]=1.CCN(C(C)C)C(C)C.C(P1(=O)OP(CCC)(=O)OP(CCC)(=O)O1)CC, predict the reaction product. The product is: [C:26]([Si:23]([CH3:24])([CH3:25])[O:22][CH2:21][C:20]([N:12]1[C:13]2[C:18]([F:19])=[CH:17][N:16]=[CH:15][C:14]=2[C:10]([C:8]([C:4]2[CH:3]=[C:2]([NH:1][C:39](=[O:40])[CH2:38][N:37]3[C:33]([CH3:32])=[CH:34][C:35]([C:42]([F:45])([F:44])[F:43])=[N:36]3)[CH:7]=[N:6][CH:5]=2)=[O:9])=[CH:11]1)([CH3:31])[CH3:30])([CH3:29])([CH3:28])[CH3:27].